Predict which catalyst facilitates the given reaction. From a dataset of Catalyst prediction with 721,799 reactions and 888 catalyst types from USPTO. (1) Reactant: [C:1]([O:5][C:6]([N:8]1[CH2:13][CH:12]=[C:11]([O:14][Si](C)(C)C)[CH2:10][CH2:9]1)=[O:7])([CH3:4])([CH3:3])[CH3:2].N1C=CC=CC=1.[O-]S([C:29]([F:32])([F:31])[F:30])(=O)=O.[F:30][C:29](C1C2C3C=CC=CC=3[SH+]C=2C=CC=1)([F:32])[F:31]. Product: [C:1]([O:5][C:6]([N:8]1[CH2:13][CH2:12][C:11](=[O:14])[CH:10]([C:29]([F:32])([F:31])[F:30])[CH2:9]1)=[O:7])([CH3:4])([CH3:3])[CH3:2]. The catalyst class is: 3. (2) The catalyst class is: 301. Product: [C:18]([C:5]1[N:4]=[C:3]([C:24]([N:26]2[CH2:31][CH2:30][CH:29]([N:32]3[CH2:36][CH2:35][CH2:34][CH2:33]3)[CH2:28][CH2:27]2)=[O:25])[C:2]([CH3:1])=[CH:7][C:6]=1[C:8]1[CH:13]=[CH:12][CH:11]=[C:10]([C:14]([F:16])([F:17])[F:15])[CH:9]=1)#[CH:19]. Reactant: [CH3:1][C:2]1[C:3]([C:24]([N:26]2[CH2:31][CH2:30][CH:29]([N:32]3[CH2:36][CH2:35][CH2:34][CH2:33]3)[CH2:28][CH2:27]2)=[O:25])=[N:4][C:5]([C:18]#[C:19][Si](C)(C)C)=[C:6]([C:8]2[CH:13]=[CH:12][CH:11]=[C:10]([C:14]([F:17])([F:16])[F:15])[CH:9]=2)[CH:7]=1.C(=O)([O-])[O-].[K+].[K+].Cl. (3) Reactant: [OH:1][C:2]1[CH:3]=[C:4]([C:12]([O:14][CH3:15])=[O:13])[CH:5]=[C:6]([CH:11]=1)[C:7]([O:9][CH3:10])=[O:8].CC(C)([O-])C.[K+].[C:22]([F:37])([O:26][C:27]([F:36])([F:35])[C:28]([F:34])([F:33])[C:29]([F:32])([F:31])[F:30])=[C:23]([F:25])[F:24]. Product: [F:25][C:23]([F:24])([O:1][C:2]1[CH:11]=[C:6]([C:7]([O:9][CH3:10])=[O:8])[CH:5]=[C:4]([CH:3]=1)[C:12]([O:14][CH3:15])=[O:13])[CH:22]([F:37])[O:26][C:27]([F:35])([F:36])[C:28]([F:33])([F:34])[C:29]([F:30])([F:31])[F:32]. The catalyst class is: 7. (4) Reactant: [Br:1][C:2]1[CH:7]=[CH:6][C:5]([NH:8][C:9]([NH:11][NH:12][C:13](=O)[CH2:14][C@@H:15]2[CH2:19][CH2:18][N:17]([C:20]([CH:22]3[CH2:24][CH2:23]3)=[O:21])[CH2:16]2)=[O:10])=[C:4]([CH3:26])[CH:3]=1.C([O-])([O-])=O.[K+].[K+]. Product: [Br:1][C:2]1[CH:7]=[CH:6][C:5]([N:8]2[C:13]([CH2:14][C@@H:15]3[CH2:19][CH2:18][N:17]([C:20]([CH:22]4[CH2:24][CH2:23]4)=[O:21])[CH2:16]3)=[N:12][NH:11][C:9]2=[O:10])=[C:4]([CH3:26])[CH:3]=1. The catalyst class is: 6. (5) Reactant: [CH:1]1([N:6]2[CH2:12][CH2:11][C:10]3[CH:13]=[CH:14][C:15]([CH:17]4[CH2:22][CH2:21][NH:20][CH2:19][CH2:18]4)=[CH:16][C:9]=3[CH2:8][CH2:7]2)[CH2:5][CH2:4][CH2:3][CH2:2]1.C(=O)([O-])[O-].[K+].[K+].Cl[C:30]1[N:31]=[CH:32][C:33]([C:36]([O:38][CH3:39])=[O:37])=[N:34][CH:35]=1. Product: [CH:1]1([N:6]2[CH2:12][CH2:11][C:10]3[CH:13]=[CH:14][C:15]([CH:17]4[CH2:22][CH2:21][N:20]([C:30]5[N:31]=[CH:32][C:33]([C:36]([O:38][CH3:39])=[O:37])=[N:34][CH:35]=5)[CH2:19][CH2:18]4)=[CH:16][C:9]=3[CH2:8][CH2:7]2)[CH2:5][CH2:4][CH2:3][CH2:2]1. The catalyst class is: 9. (6) Reactant: [NH2:1][C:2]1[N:7]=[C:6]([N:8]([CH2:15][CH2:16][O:17][CH3:18])[C:9]2[CH:14]=[CH:13][CH:12]=[CH:11][CH:10]=2)[N:5]=[C:4]([C:19]2[N:23]=[C:22]([C:24]3[CH:25]=[CH:26][C:27]([C:30](OC)=[O:31])=[N:28][CH:29]=3)[O:21][N:20]=2)[N:3]=1.[BH4-].[Na+]. Product: [NH2:1][C:2]1[N:7]=[C:6]([N:8]([CH2:15][CH2:16][O:17][CH3:18])[C:9]2[CH:14]=[CH:13][CH:12]=[CH:11][CH:10]=2)[N:5]=[C:4]([C:19]2[N:23]=[C:22]([C:24]3[CH:25]=[CH:26][C:27]([CH2:30][OH:31])=[N:28][CH:29]=3)[O:21][N:20]=2)[N:3]=1. The catalyst class is: 1. (7) Reactant: [H-].[Na+].[C:3](=[O:8])([O:6][CH3:7])OC.[CH3:9][O:10][C:11]1[CH:20]=[C:19]2[C:14]([CH2:15][CH2:16][CH2:17][C:18]2=[O:21])=[CH:13][CH:12]=1. Product: [CH3:9][O:10][C:11]1[CH:20]=[C:19]2[C:14]([CH2:15][CH2:16][CH:17]([C:3]([O:6][CH3:7])=[O:8])[C:18]2=[O:21])=[CH:13][CH:12]=1. The catalyst class is: 7. (8) Reactant: N1C2C(=CC=C3C=2N=CC=C3)C=CC=1.C([O-])([O-])=O.[Cs+].[Cs+].[CH2:21]([OH:28])[C:22]1[CH:27]=[CH:26][CH:25]=[CH:24][CH:23]=1.[Br:29][C:30]1[CH:35]=[CH:34][CH:33]=[CH:32][C:31]=1I. The catalyst class is: 509. Product: [Br:29][C:30]1[CH:35]=[CH:34][CH:33]=[CH:32][C:31]=1[O:28][CH2:21][C:22]1[CH:27]=[CH:26][CH:25]=[CH:24][CH:23]=1. (9) Reactant: C(=O)([O-])[O-].[Cs+].[Cs+].Cl.Cl.[NH:9]1[CH2:12][CH:11]([C:13]2[NH:17][C:16]3[CH:18]=[CH:19][C:20]([CH3:22])=[CH:21][C:15]=3[N:14]=2)[CH2:10]1.[Cl:23][C:24]1[C:29](Cl)=[N:28][CH:27]=[CH:26][N:25]=1. Product: [Cl:23][C:24]1[C:29]([N:9]2[CH2:12][CH:11]([C:13]3[NH:17][C:16]4[CH:18]=[CH:19][C:20]([CH3:22])=[CH:21][C:15]=4[N:14]=3)[CH2:10]2)=[N:28][CH:27]=[CH:26][N:25]=1. The catalyst class is: 37. (10) Reactant: [Cl:1][C:2]1[C:3]([CH3:28])=[C:4]([C:20]2[CH:21]=[N:22][C:23]([C:26]#N)=[CH:24][CH:25]=2)[C:5]([O:18][CH3:19])=[C:6]([C@@H:8]([NH:10][C:11](=[O:17])[O:12][C:13]([CH3:16])([CH3:15])[CH3:14])[CH3:9])[CH:7]=1.[OH-:29].[Na+].[OH2:31]. Product: [C:13]([O:12][C:11]([NH:10][C@H:8]([C:6]1[C:5]([O:18][CH3:19])=[C:4]([C:20]2[CH:25]=[CH:24][C:23]([C:26]([OH:31])=[O:29])=[N:22][CH:21]=2)[C:3]([CH3:28])=[C:2]([Cl:1])[CH:7]=1)[CH3:9])=[O:17])([CH3:14])([CH3:16])[CH3:15]. The catalyst class is: 8.